This data is from Full USPTO retrosynthesis dataset with 1.9M reactions from patents (1976-2016). The task is: Predict the reactants needed to synthesize the given product. Given the product [C:19]([O:18][C:16]([N:4]1[C:5]([C:7]2[CH:12]=[CH:11][CH:10]=[C:9]([F:13])[CH:8]=2)=[CH:6][C:2]([NH2:1])=[N:3]1)=[O:17])([CH3:22])([CH3:21])[CH3:20], predict the reactants needed to synthesize it. The reactants are: [NH2:1][C:2]1[CH:6]=[C:5]([C:7]2[CH:12]=[CH:11][CH:10]=[C:9]([F:13])[CH:8]=2)[NH:4][N:3]=1.[OH-].[K+].[C:16](O[C:16]([O:18][C:19]([CH3:22])([CH3:21])[CH3:20])=[O:17])([O:18][C:19]([CH3:22])([CH3:21])[CH3:20])=[O:17].